Dataset: Full USPTO retrosynthesis dataset with 1.9M reactions from patents (1976-2016). Task: Predict the reactants needed to synthesize the given product. Given the product [C:18]([C:17]1[CH:20]=[CH:21][C:14]([N:13]([CH2:12][C:9]2[N:8]=[C:7]([CH:4]3[CH2:3][CH2:2][N:1]([C:32]([O:34][CH3:35])=[O:33])[CH2:6][CH2:5]3)[O:11][N:10]=2)[CH2:26][C:27]([F:30])([F:28])[F:29])=[CH:15][C:16]=1[C:22]([F:25])([F:24])[F:23])#[N:19], predict the reactants needed to synthesize it. The reactants are: [NH:1]1[CH2:6][CH2:5][CH:4]([C:7]2[O:11][N:10]=[C:9]([CH2:12][N:13]([CH2:26][C:27]([F:30])([F:29])[F:28])[C:14]3[CH:21]=[CH:20][C:17]([C:18]#[N:19])=[C:16]([C:22]([F:25])([F:24])[F:23])[CH:15]=3)[N:8]=2)[CH2:3][CH2:2]1.Cl[C:32]([O:34][CH3:35])=[O:33].